From a dataset of Full USPTO retrosynthesis dataset with 1.9M reactions from patents (1976-2016). Predict the reactants needed to synthesize the given product. (1) Given the product [Cl:25][C:26]1[CH:51]=[CH:50][C:29]2[N:30]3[C:34]([CH2:35][N:36]([C:63](=[O:64])[CH2:62][N:60]([CH3:61])[CH3:59])[CH2:37][C:28]=2[CH:27]=1)=[N:33][N:32]=[C:31]3[CH:38]1[CH2:39][CH2:40][N:41]([C:44]2[CH:49]=[CH:48][CH:47]=[CH:46][N:45]=2)[CH2:42][CH2:43]1, predict the reactants needed to synthesize it. The reactants are: CN(C(ON1N=NC2C=CC=CC1=2)=[N+](C)C)C.F[P-](F)(F)(F)(F)F.[Cl:25][C:26]1[CH:51]=[CH:50][C:29]2[N:30]3[C:34]([CH2:35][NH:36][CH2:37][C:28]=2[CH:27]=1)=[N:33][N:32]=[C:31]3[CH:38]1[CH2:43][CH2:42][N:41]([C:44]2[CH:49]=[CH:48][CH:47]=[CH:46][N:45]=2)[CH2:40][CH2:39]1.C(N(CC)CC)C.[CH3:59][N:60]([CH2:62][C:63](O)=[O:64])[CH3:61]. (2) The reactants are: [H-].[H-].[H-].[H-].[Li+].[Al+3].CC1C=CC(S(O[CH2:18][C:19]([C:23]2[CH:28]=[CH:27][C:26]([Br:29])=[CH:25][CH:24]=2)([C:21]#[N:22])[CH3:20])(=O)=O)=CC=1.S([O-])([O-])(=O)=O.[Na+].[Na+].C([O-])([O-])=O.[K+].[K+]. Given the product [Br:29][C:26]1[CH:27]=[CH:28][C:23]([C:19]2([CH3:18])[CH2:20][NH:22][CH2:21]2)=[CH:24][CH:25]=1, predict the reactants needed to synthesize it. (3) Given the product [F:1][C:2]1[C:3]([N+:9]([O-:11])=[O:10])=[CH:4][CH:5]=[C:6]([F:8])[C:7]=1[C:15]1[CH:25]=[CH:24][C:18]([C:19]([O:21][CH2:22][CH3:23])=[O:20])=[CH:17][CH:16]=1, predict the reactants needed to synthesize it. The reactants are: [F:1][C:2]1[CH:7]=[C:6]([F:8])[CH:5]=[CH:4][C:3]=1[N+:9]([O-:11])=[O:10].[Li+].[Cl-].I[C:15]1[CH:25]=[CH:24][C:18]([C:19]([O:21][CH2:22][CH3:23])=[O:20])=[CH:17][CH:16]=1.[NH4+].[Cl-]. (4) Given the product [F:36][C:34]1[CH:33]=[C:32]([S:37]([C:2]2[CH:3]=[C:4]3[C:8](=[CH:9][CH:10]=2)[N:7]([CH:11]2[CH2:16][CH2:15][N:14]([C:17]([O:19][C:20]([CH3:23])([CH3:22])[CH3:21])=[O:18])[CH2:13][CH2:12]2)[CH2:6][CH2:5]3)(=[O:38])=[O:39])[CH:31]=[C:30]([F:29])[CH:35]=1, predict the reactants needed to synthesize it. The reactants are: I[C:2]1[CH:3]=[C:4]2[C:8](=[CH:9][CH:10]=1)[N:7]([CH:11]1[CH2:16][CH2:15][N:14]([C:17]([O:19][C:20]([CH3:23])([CH3:22])[CH3:21])=[O:18])[CH2:13][CH2:12]1)[CH2:6][CH2:5]2.[Li]C(C)(C)C.[F:29][C:30]1[CH:31]=[C:32]([S:37](F)(=[O:39])=[O:38])[CH:33]=[C:34]([F:36])[CH:35]=1.[NH4+].[Cl-]. (5) Given the product [CH2:12]([NH:11][C:9]([NH:8][C:5]1[CH:4]=[C:3]([C:14]2[S:15][CH:16]=[C:17]([C:19]([F:22])([F:21])[F:20])[N:18]=2)[C:2]([C:31]2[N:32]=[C:33]([N:36]3[CH2:37][CH2:38][O:39][CH2:40][CH2:41]3)[S:34][CH:35]=2)=[CH:7][N:6]=1)=[O:10])[CH3:13], predict the reactants needed to synthesize it. The reactants are: Br[C:2]1[C:3]([C:14]2[S:15][CH:16]=[C:17]([C:19]([F:22])([F:21])[F:20])[N:18]=2)=[CH:4][C:5]([NH:8][C:9]([NH:11][CH2:12][CH3:13])=[O:10])=[N:6][CH:7]=1.CC1(C)C(C)(C)OB([C:31]2[N:32]=[C:33]([N:36]3[CH2:41][CH2:40][O:39][CH2:38][CH2:37]3)[S:34][CH:35]=2)O1.C(=O)([O-])[O-].[Na+].[Na+].CC(C1C=C(C(C)C)C(C2C=CC=CC=2P(C2CCCCC2)C2CCCCC2)=C(C(C)C)C=1)C.